Dataset: Experimentally validated miRNA-target interactions with 360,000+ pairs, plus equal number of negative samples. Task: Binary Classification. Given a miRNA mature sequence and a target amino acid sequence, predict their likelihood of interaction. (1) The miRNA is mmu-miR-3095-5p with sequence AAGCUUUCUCAUCUGUGACACU. The protein sequence of the target gene is MASGDLYEVERIVDKRKNKKGKWEYLIRWKGYGSTEDTWEPEHHLLHCEEFIDEFNGLHLSKDKRVKSGKQAGASKLLRDARGLPVERLSHRPLEPGKSKPSSHKRKRVNSPLSRPKKGSSGKAPDRATKTVSYRTTPSGLQIMPLKKAQNGLENGDAGSEKDESHFGNGSHQPDLELNDQLGEQEASDCDGTHSALVENGVGSALTNGGLNLHSPVKRKLETEKDYVFDKRLRYSVRQNESNCRFRDIVVRKEEGFTHILLSSQTSDNNALTPEIMKEVRRALCNAATDDSKLLLLSAV.... Result: 1 (interaction). (2) The miRNA is mmu-miR-30e-5p with sequence UGUAAACAUCCUUGACUGGAAG. The protein sequence of the target gene is MAIALQPSDLVFEFASNGMDDIHQLEDPSVFPAVIVEQVPYPELVHLCSGLDLDEVHNGIIRDRTLCMTQDQILEGSILLTDDDVSTSNNVSSTEVLFNVATPSDVLDEKQIFSSPEVLSDSNSVQAINLPNFLLSTPEPDDLKKTSDAGDQKEHSEEEKVSREENLRKMGKARKRNRKTKNNRSTSPVTDPSMPIRKKSKDGKGSTIYLWEFLLALLQDRNTCPKYIKWTQREKGIFKLVDSKAVSKLWGKQKNKPDMNYETMGRALRYYYQRGILAKVEGQRLVYQFKEMPKDLVVID.... Result: 0 (no interaction). (3) The miRNA is hsa-miR-8087 with sequence GAAGACUUCUUGGAUUACAGGGG. The protein sequence of the target gene is MFLTEDLITFNLRNFLLFQLWESSFSPGAGGFCTTLPPSFLRVDDRATSSTTDSSRAPSSPRPPGSTSHCGISTRCTERCLCVLPLRTSQVPDVMAPQHDQEKFHDLAYSCLGKSFSMSNQDLYGYSTSSLALGLAWLSWETKKKNVLHLVGLDSL. Result: 1 (interaction). (4) The miRNA is hsa-miR-92a-3p with sequence UAUUGCACUUGUCCCGGCCUGU. The protein sequence of the target gene is MEGQRQESHATLTLAQAHFNNGEYAEAEALYSAYIRRCACAASSDESPGSKCSPEDLATAYNNRGQIKYFRVDFYEAMDDYTSAIEVQPNFEVPYYNRGLILYRLGYFDDALEDFKKVLDLNPGFQDATLSLKQTILDKEEKQRRNVAKNY. Result: 1 (interaction). (5) The miRNA is bta-miR-199a-5p with sequence CCCAGUGUUCAGACUACCUGUU. The protein sequence of the target gene is MNSVAGNKERLAVSTRGKKYGVNEVCSPTKPAAPFSPESWYRKAYEESRAGSRPTPEGAGSALGSSGTPSPGSGTSSPSSFTGSPGPASPGIGTSSPGSLGGSPGFGTGSPGSGSGGGSSPGSDRGVWCENCNARLVELKRQALRLLLPGPFPGKDPAFSAVIHDKLQVPNTIRKAWNDRDNRCDICATHLNQLKQEAIQMVLTLEQAAGSEHYDASPCSPPPLSNIPTLVGSRHVGGLQQPRDWAFVPAPCATSNYTGFANKHGSKPSSLGVSNGAEKKSGSPTHQAKVSLQMATSPSN.... Result: 0 (no interaction). (6) The miRNA is hsa-miR-4446-5p with sequence AUUUCCCUGCCAUUCCCUUGGC. The protein sequence of the target gene is MSSVSEVNVDIKDFLMSINLEQYLLHFHESGFTTVKDCAAINDSLLQKIGISPTGHRRRILKQLQIILSKMQDIPIYANVHKTKKNDDPSKDYHVPSSDQNICIELSNSGSVQTSSPPQLETVRKNLEDSDASVERSQYPQSDDKLSPPKRDFPTAEEPHLNLGSLNDSLFGSDNIKIESLITKKTVDHTVEEQQTEKVKLITENLSKLPNADSECLSFVGCSTSGTNSGNGTNGLLEGSPPSPFFKFQGEMIVNDLYVPSSPILAPVRSRSKLVSRPSRSFLLRHRPVPEIPGSTKGVS.... Result: 1 (interaction). (7) The miRNA is cel-miR-50-5p with sequence UGAUAUGUCUGGUAUUCUUGGGUU. The protein sequence of the target gene is MAKGEGAESGSAAGLLPTSILQASERPVQVKKEPKKKQQLSICNKLCYAVGGAPYQLTGCALGFFLQIYLLDVAKVEPLPASIILFVGRAWDAFTDPLVGFCISKSSWTRLGRLMPWIIFSTPLAIIAYFLIWFVPDFPSGTESSHGFLWYLLFYCLFETLVTCFHVPYSALTMFISTEQSERDSATAYRMTVEVLGTVIGTAIQGQIVGQAKAPCLQDQNGSVVVSEVANRTQSTASLKDTQNAYLLAAGIIASIYVLCAFILILGVREQRELYESQQAESMPFFQGLRLVMGHGPYVK.... Result: 0 (no interaction). (8) The miRNA is hsa-miR-6743-5p with sequence AAGGGGCAGGGACGGGUGGCCC. The protein sequence of the target gene is MASRRQKQFDRKYSSYRKFTATEDVNYSTHSSRSSYRSESLTSRTDGRGRSTSSEIIAGSESRSYPVYIAIQDYTPDKEDVEAIPLEQGQIVEVLDKKNSVRWLVRTKARPPRSGWVPGSYFETPTEFYKQRRRTREIENVSLSDEQAALVKRDQVYHELLRSEEEFVSSLRTCVDDYIKVLDDPEVPEAVKKNREELTLNIPELYNFHANVMLKGLNYYSDDPGKVGQTFVRLEKDFESHVEFYKQYADTLKLLEEPEIKRFFEGLSAKNDAGASSFVDHVKEIADRMVQYQNYFKEFV.... Result: 0 (no interaction). (9) The miRNA is hsa-miR-5587-3p with sequence GCCCCGGGCAGUGUGAUCAUC. The protein sequence of the target gene is MMLPSPVTSTPFSVKDILNLEQQHQHFHGAHLQADLEHHFHSAPCMLAAAEGTQFSDGGEEDEEDEGEKLSYLNSLAAADGHGDSGLCPQGYVHTVLRDSCSEPKEHEEEPEVVRDRSQKSCQLKKSLETAGDCKAAEESERPKPRSRRKPRVLFSQAQVFELERRFKQQRYLSAPEREHLASSLKLTSTQVKIWFQNRRYKCKRQRQDKSLELGAHAPPPPPRRVAVPVLVRDGKPCVTPSAQAYGAPYSVGASAYSYNSFPAYGYGNSAAAAAAAAAAAAAAAAYSSSYGCAYPAGGG.... Result: 1 (interaction). (10) The protein sequence of the target gene is MRRPLSKCGMEPGGGDASLTLHGLQNRSHGKIKLRKRKSTLYFNTQEKSARRRGDLLGENIYLLLFTIALRILNCFLVQTSFVPDEYWQSLEVSHHMVFNYGYLTWEWTERLRSYTYPLIFASIYKILHLLGKDSVQLLIWIPRLAQALLSAVADVRLYSLMKQLENQEVARWVFFCQLCSWFTWYCCTRTLTNTMETVLTIIALFYYPLEGSKSMNSVKYSSLVALAFIIRPTAVILWTPLLFRHFCQEPRKLDLILHHFLPVGFVTLSLSLMIDRIFFGQWTLVQFNFLKFNVLQNWG.... Result: 0 (no interaction). The miRNA is cel-miR-73-3p with sequence UGGCAAGAUGUAGGCAGUUCAGU.